From a dataset of Full USPTO retrosynthesis dataset with 1.9M reactions from patents (1976-2016). Predict the reactants needed to synthesize the given product. (1) Given the product [F:25][C:26]1[CH:31]=[CH:30][CH:29]=[CH:28][C:27]=1[N:32]([CH3:33])[C:22]([C:16]1[C:15]([NH:14][S:11]([C:8]2[CH:7]=[CH:6][C:5]([C:1]([CH3:3])([CH3:4])[CH3:2])=[CH:10][CH:9]=2)(=[O:12])=[O:13])=[CH:20][C:19]([Cl:21])=[CH:18][N:17]=1)=[O:23], predict the reactants needed to synthesize it. The reactants are: [C:1]([C:5]1[CH:10]=[CH:9][C:8]([S:11]([NH:14][C:15]2[C:16]([C:22](O)=[O:23])=[N:17][CH:18]=[C:19]([Cl:21])[CH:20]=2)(=[O:13])=[O:12])=[CH:7][CH:6]=1)([CH3:4])([CH3:3])[CH3:2].[F:25][C:26]1[CH:31]=[CH:30][CH:29]=[CH:28][C:27]=1[NH:32][CH3:33].CN(C(ON1N=NC2C=CC=NC1=2)=[N+](C)C)C.F[P-](F)(F)(F)(F)F. (2) Given the product [Cl:1][C:2]1[CH:3]=[C:4]([C:13]([F:19])([F:20])[C:14]([OH:16])=[O:15])[CH:5]=[CH:6][C:7]=1[O:8][C:9]([F:12])([F:11])[F:10], predict the reactants needed to synthesize it. The reactants are: [Cl:1][C:2]1[CH:3]=[C:4]([C:13]([F:20])([F:19])[C:14]([O:16]CC)=[O:15])[CH:5]=[CH:6][C:7]=1[O:8][C:9]([F:12])([F:11])[F:10].O.[OH-].[Li+]. (3) Given the product [C:17]1([S:23]([N:26]2[C:30]3=[N:31][CH:32]=[C:33]([NH:42][C:43](=[O:47])[CH2:44][C:45]#[N:46])[C:34]([NH:35][CH:36]4[CH2:41][CH2:40][N:39]([S:13]([CH2:10][CH2:11][CH3:12])(=[O:15])=[O:14])[CH2:38][CH2:37]4)=[C:29]3[CH:28]=[CH:27]2)(=[O:25])=[O:24])[CH:22]=[CH:21][CH:20]=[CH:19][CH:18]=1, predict the reactants needed to synthesize it. The reactants are: C(N(C(C)C)CC)(C)C.[CH2:10]([S:13](Cl)(=[O:15])=[O:14])[CH2:11][CH3:12].[C:17]1([S:23]([N:26]2[C:30]3=[N:31][CH:32]=[C:33]([NH:42][C:43](=[O:47])[CH2:44][C:45]#[N:46])[C:34]([NH:35][CH:36]4[CH2:41][CH2:40][NH:39][CH2:38][CH2:37]4)=[C:29]3[CH:28]=[CH:27]2)(=[O:25])=[O:24])[CH:22]=[CH:21][CH:20]=[CH:19][CH:18]=1. (4) The reactants are: [Cl:1][C:2]1[CH:3]=[C:4]2[C:13](=[CH:14][CH:15]=1)[C:12](Cl)=[C:11]1[C:6]([CH2:7][CH2:8][CH2:9][CH2:10]1)=[N:5]2.[CH2:17]([N:19]1[CH2:24][CH2:23][CH:22]([NH2:25])[CH2:21][CH2:20]1)[CH3:18]. Given the product [Cl:1][C:2]1[CH:3]=[C:4]2[C:13](=[CH:14][CH:15]=1)[C:12]([NH:25][CH:22]1[CH2:23][CH2:24][N:19]([CH2:17][CH3:18])[CH2:20][CH2:21]1)=[C:11]1[C:6]([CH2:7][CH2:8][CH2:9][CH2:10]1)=[N:5]2, predict the reactants needed to synthesize it.